Dataset: Reaction yield outcomes from USPTO patents with 853,638 reactions. Task: Predict the reaction yield, written as a fraction of the theoretical maximum amount of product (1.0 means a 100% yield; for example, 0.34 means a 34% yield). The reactants are [CH2:1]([O:4][C@@H:5]1[C@@H:9]([CH2:10][OH:11])[O:8][C@@H:7]([N:12]2[C:29]3[N:28]=[CH:27][N:26]=[C:16]([NH:17][C:18](=[O:25])[C:19]4[CH:24]=[CH:23][CH:22]=[CH:21][CH:20]=4)[C:15]=3[N:14]=[CH:13]2)[C@@H:6]1[OH:30])[CH:2]=[CH2:3].O=P12OP3(OP(OP(O3)(O1)=O)(=O)O2)=O.C(N(CC)CC)C.[Si:52](Cl)([C:65]([CH3:68])([CH3:67])[CH3:66])([C:59]1[CH:64]=[CH:63][CH:62]=[CH:61][CH:60]=1)[C:53]1[CH:58]=[CH:57][CH:56]=[CH:55][CH:54]=1. The catalyst is C(Cl)Cl.CN(C)C1C=CN=CC=1.C(OCC)(=O)C.CCCCCC. The product is [CH2:1]([O:4][C@@H:5]1[C@@H:9]([CH2:10][O:11][Si:52]([C:65]([CH3:68])([CH3:67])[CH3:66])([C:59]2[CH:60]=[CH:61][CH:62]=[CH:63][CH:64]=2)[C:53]2[CH:58]=[CH:57][CH:56]=[CH:55][CH:54]=2)[O:8][C@@H:7]([N:12]2[C:29]3[N:28]=[CH:27][N:26]=[C:16]([NH:17][C:18](=[O:25])[C:19]4[CH:24]=[CH:23][CH:22]=[CH:21][CH:20]=4)[C:15]=3[N:14]=[CH:13]2)[C@@H:6]1[OH:30])[CH:2]=[CH2:3]. The yield is 0.490.